From a dataset of Forward reaction prediction with 1.9M reactions from USPTO patents (1976-2016). Predict the product of the given reaction. (1) The product is: [C:8]1([C:7]2[N:6]=[C:5]3[N:14]=[CH:15][CH:16]=[CH:17][C:4]3=[N:3][C:2]=2[C:19]2[CH:24]=[CH:23][C:22]([CH3:25])=[CH:21][CH:20]=2)[CH:13]=[CH:12][CH:11]=[CH:10][CH:9]=1. Given the reactants Cl[C:2]1[N:3]=[C:4]2[CH:17]=[CH:16][CH:15]=[N:14][C:5]2=[N:6][C:7]=1[C:8]1[CH:13]=[CH:12][CH:11]=[CH:10][CH:9]=1.B(O)(O)[C:19]1[CH:20]=[CH:21][C:22]([CH3:25])=[CH:23][CH:24]=1.C(=O)([O-])[O-].[K+].[K+], predict the reaction product. (2) Given the reactants Cl.[CH3:2][NH:3][O:4][CH3:5].F[P-](F)(F)(F)(F)F.C[N+](C)=C(N(C)C)ON1C2N=CC=CC=2N=N1.CCN(C(C)C)C(C)C.[Br:39][C:40]1[CH:41]=[CH:42][C:43]([C:46]([OH:48])=O)=[N:44][CH:45]=1, predict the reaction product. The product is: [Br:39][C:40]1[CH:41]=[CH:42][C:43]([C:46]([N:3]([O:4][CH3:5])[CH3:2])=[O:48])=[N:44][CH:45]=1. (3) Given the reactants [CH3:1][O:2][C:3]1[CH:8]=[CH:7][N:6]=[C:5]([C:9]2[CH:17]=[CH:16][C:15]([CH3:18])=[CH:14][C:10]=2[C:11]([OH:13])=O)[N:4]=1.[CH3:19][C@@H:20]1[CH2:25][CH2:24][CH2:23][NH:22][C@@H:21]1[CH2:26][NH:27][C:28]1[CH:33]=[CH:32][C:31]([C:34]([F:37])([F:36])[F:35])=[CH:30][N:29]=1, predict the reaction product. The product is: [CH3:1][O:2][C:3]1[CH:8]=[CH:7][N:6]=[C:5]([C:9]2[CH:17]=[CH:16][C:15]([CH3:18])=[CH:14][C:10]=2[C:11]([N:22]2[CH2:23][CH2:24][CH2:25][C@@H:20]([CH3:19])[C@H:21]2[CH2:26][NH:27][C:28]2[CH:33]=[CH:32][C:31]([C:34]([F:37])([F:35])[F:36])=[CH:30][N:29]=2)=[O:13])[N:4]=1. (4) Given the reactants [Cl:1][C:2]1[CH:9]=[CH:8][C:5]([CH:6]=[O:7])=[CH:4][CH:3]=1.C(N(CC)CC)C.[CH:17]([C:19]([CH3:21])=[O:20])=[CH2:18].[Br-].C([N+]1C=CSC=1CCO)C.[NH4+].[Cl-], predict the reaction product. The product is: [Cl:1][C:2]1[CH:9]=[CH:8][C:5]([C:6](=[O:7])[CH2:18][CH2:17][C:19](=[O:20])[CH3:21])=[CH:4][CH:3]=1. (5) Given the reactants [C:1]([NH:5][C:6]1[N:16]=[CH:15][C:14]2[C:13]3[S:17][CH:18]=[CH:19][C:12]=3[CH2:11][CH2:10][O:9][C:8]=2[CH:7]=1)([CH3:4])([CH3:3])[CH3:2].[C:20]([O:24][C:25](O[C:25]([O:24][C:20]([CH3:23])([CH3:22])[CH3:21])=[O:26])=[O:26])([CH3:23])([CH3:22])[CH3:21], predict the reaction product. The product is: [C:1]([N:5]([C:6]1[N:16]=[CH:15][C:14]2[C:13]3[S:17][CH:18]=[CH:19][C:12]=3[CH2:11][CH2:10][O:9][C:8]=2[CH:7]=1)[C:25](=[O:26])[O:24][C:20]([CH3:23])([CH3:22])[CH3:21])([CH3:4])([CH3:2])[CH3:3]. (6) The product is: [CH2:24]([N:21]1[CH2:22][CH2:23][CH:18]([N:17]2[CH2:16][C:15]3[C:14](=[CH:34][C:33]([F:35])=[CH:32][CH:31]=3)[NH:13][C:1]2=[O:2])[CH2:19][CH2:20]1)[C:25]1[CH:30]=[CH:29][CH:28]=[CH:27][CH:26]=1. Given the reactants [C:1](N1C=CN=C1)(N1C=CN=C1)=[O:2].[NH2:13][C:14]1[CH:34]=[C:33]([F:35])[CH:32]=[CH:31][C:15]=1[CH2:16][NH:17][CH:18]1[CH2:23][CH2:22][N:21]([CH2:24][C:25]2[CH:30]=[CH:29][CH:28]=[CH:27][CH:26]=2)[CH2:20][CH2:19]1, predict the reaction product. (7) Given the reactants Cl[C:2]1[CH:3]=[CH:4][CH:5]=[C:6]2[C:11]=1[N:10]=[C:9]([O:12][C:13]1[CH:18]=[CH:17][CH:16]=[CH:15][CH:14]=1)[CH:8]=[N:7]2.C([Sn](CCCC)(CCCC)[C:24]([O:26]CC)=[CH2:25])CCC, predict the reaction product. The product is: [O:12]([C:9]1[CH:8]=[N:7][C:6]2[C:11]([N:10]=1)=[C:2]([C:24](=[O:26])[CH3:25])[CH:3]=[CH:4][CH:5]=2)[C:13]1[CH:18]=[CH:17][CH:16]=[CH:15][CH:14]=1. (8) Given the reactants [CH3:1][O:2][C:3]1[CH:12]=[CH:11][C:6](/[CH:7]=[CH:8]/[CH2:9]Br)=[CH:5][CH:4]=1.[CH3:13][C:14]1[CH:15](/[CH:22]=[CH:23]/[CH:24]([OH:26])[CH3:25])[C:16]([CH3:21])([CH3:20])[CH2:17][CH2:18][CH:19]=1.[H-].[Na+], predict the reaction product. The product is: [CH3:1][O:2][C:3]1[CH:12]=[CH:11][C:6](/[CH:7]=[CH:8]/[CH2:9][O:26][CH:24](/[CH:23]=[CH:22]/[CH:15]2[C:16]([CH3:21])([CH3:20])[CH2:17][CH2:18][CH:19]=[C:14]2[CH3:13])[CH3:25])=[CH:5][CH:4]=1.